From a dataset of Catalyst prediction with 721,799 reactions and 888 catalyst types from USPTO. Predict which catalyst facilitates the given reaction. (1) Reactant: [OH:1][CH:2]1[CH2:7][CH2:6][N:5]([CH2:8][CH2:9][NH:10][S:11]([C:14]2[CH:19]=[CH:18][CH:17]=[CH:16][CH:15]=2)(=[O:13])=[O:12])[CH2:4][CH2:3]1.[Cr](O[Cr]([O-])(=O)=O)([O-])(=O)=O.[NH+]1C=CC=CC=1.[NH+]1C=CC=CC=1. The catalyst class is: 2. Product: [O:1]=[C:2]1[CH2:3][CH2:4][N:5]([CH2:8][CH2:9][NH:10][S:11]([C:14]2[CH:19]=[CH:18][CH:17]=[CH:16][CH:15]=2)(=[O:13])=[O:12])[CH2:6][CH2:7]1. (2) Reactant: C(O)(=O)C.[F:5][C:6]([F:25])([C:21]([F:24])([F:23])[F:22])[CH2:7][CH2:8][N:9]1[C:13]2=[N:14][CH:15]=[CH:16][CH:17]=[C:12]2[C:11]([C:18](=[NH:20])[NH2:19])=[N:10]1.C([N:28](CC)CC)C.O.NN. Product: [F:25][C:6]([F:5])([C:21]([F:22])([F:23])[F:24])[CH2:7][CH2:8][N:9]1[C:13]2=[N:14][CH:15]=[CH:16][CH:17]=[C:12]2[C:11]([C:18](=[NH:19])[NH:20][NH2:28])=[N:10]1. The catalyst class is: 8. (3) Reactant: [S:1]1[C:9]2[CH:8]=[CH:7][N:6]=[CH:5][C:4]=2[N:3]=[C:2]1[NH2:10].[F:11][C:12]1[CH:20]=[CH:19][C:18]([C:21]([F:24])([F:23])[F:22])=[CH:17][C:13]=1[C:14](O)=[O:15].C(N(CC)CC)C.CCCP1(OP(CCC)(=O)OP(CCC)(=O)O1)=O. Product: [F:11][C:12]1[CH:20]=[CH:19][C:18]([C:21]([F:22])([F:23])[F:24])=[CH:17][C:13]=1[C:14]([NH:10][C:2]1[S:1][C:9]2[CH:8]=[CH:7][N:6]=[CH:5][C:4]=2[N:3]=1)=[O:15]. The catalyst class is: 49. (4) Reactant: [CH3:1][C:2]1[C:3]([C:25](O)=[O:26])=[C:4]2[CH:9]=[CH:8][CH:7]=[N:6][N:5]2[C:10]=1[CH:11]([CH:13]1[CH2:18][CH2:17][N:16]([CH2:19][CH2:20][C:21]([F:24])([F:23])[F:22])[CH2:15][CH2:14]1)[CH3:12].[NH2:28][CH2:29][C:30]1[C:31](=[O:39])[NH:32][C:33]([CH3:38])=[CH:34][C:35]=1[O:36][CH3:37].C(N(CC)CC)C.F[P-](F)(F)(F)(F)F.C(C(=NO[C+](N(C)C)N1CCOCC1)C(OCC)=O)#N. Product: [CH3:37][O:36][C:35]1[CH:34]=[C:33]([CH3:38])[NH:32][C:31](=[O:39])[C:30]=1[CH2:29][NH:28][C:25]([C:3]1[C:2]([CH3:1])=[C:10]([CH:11]([CH:13]2[CH2:18][CH2:17][N:16]([CH2:19][CH2:20][C:21]([F:22])([F:23])[F:24])[CH2:15][CH2:14]2)[CH3:12])[N:5]2[C:4]=1[CH:9]=[CH:8][CH:7]=[N:6]2)=[O:26]. The catalyst class is: 3. (5) Reactant: Cl[C:2]1[N:10]=[C:9]2[C:5]([NH:6][CH:7]=[N:8]2)=[C:4]([CH:11]2[CH2:16][NH:15][CH2:14][CH2:13][N:12]2[C:17]([O:19][CH2:20][CH2:21][Si:22]([CH3:25])([CH3:24])[CH3:23])=[O:18])[N:3]=1.[NH:26]1[CH2:31][CH2:30][NH:29][CH2:28][CH2:27]1.[NH4+].[OH-].CO. Product: [N:26]1([C:2]2[N:10]=[C:9]3[C:5]([NH:6][CH:7]=[N:8]3)=[C:4]([CH:11]3[CH2:16][NH:15][CH2:14][CH2:13][N:12]3[C:17]([O:19][CH2:20][CH2:21][Si:22]([CH3:25])([CH3:24])[CH3:23])=[O:18])[N:3]=2)[CH2:31][CH2:30][NH:29][CH2:28][CH2:27]1. The catalyst class is: 351. (6) Reactant: CCN(C(C)C)C(C)C.[CH3:10][O:11][C:12]1[CH:27]=[C:26]([O:28][CH3:29])[CH:25]=[CH:24][C:13]=1[CH2:14][NH:15][C:16]1[CH:21]=[C:20]([I:22])[C:19]([CH3:23])=[CH:18][N:17]=1.[CH:30]1([C:33](Cl)=[O:34])[CH2:32][CH2:31]1. Product: [CH3:10][O:11][C:12]1[CH:27]=[C:26]([O:28][CH3:29])[CH:25]=[CH:24][C:13]=1[CH2:14][N:15]([C:16]1[CH:21]=[C:20]([I:22])[C:19]([CH3:23])=[CH:18][N:17]=1)[C:33]([CH:30]1[CH2:32][CH2:31]1)=[O:34]. The catalyst class is: 1. (7) Reactant: Cl[C:2]1[N:3]=[C:4]([N:23]2[CH2:28][CH2:27][CH:26]([CH2:29][NH:30]C(=O)OC(C)(C)C)[CH2:25][CH2:24]2)[C:5]2[C:10]([C:11]#[N:12])=[CH:9][N:8](S(C3C=CC(C)=CC=3)(=O)=O)[C:6]=2[N:7]=1.[NH2:38][C:39]1[CH:44]=[CH:43][C:42]([N:45]2[CH2:50][CH2:49][N:48]([C:51](=[O:53])[CH3:52])[CH2:47][CH2:46]2)=[CH:41][CH:40]=1.C[Si](Cl)(C)C. Product: [C:51]([N:48]1[CH2:47][CH2:46][N:45]([C:42]2[CH:43]=[CH:44][C:39]([NH:38][C:2]3[N:3]=[C:4]([N:23]4[CH2:24][CH2:25][CH:26]([CH2:29][NH2:30])[CH2:27][CH2:28]4)[C:5]4[C:10]([C:11]#[N:12])=[CH:9][NH:8][C:6]=4[N:7]=3)=[CH:40][CH:41]=2)[CH2:50][CH2:49]1)(=[O:53])[CH3:52]. The catalyst class is: 51. (8) The catalyst class is: 3. Reactant: [Cl:1][C:2]1[N:10]=[C:9]2[C:5]([NH:6][CH:7]=[N:8]2)=[C:4]([NH:11][C:12]2[CH:17]=[CH:16][CH:15]=[CH:14][CH:13]=2)[N:3]=1.C([O-])([O-])=O.[K+].[K+].[CH2:24](I)[CH3:25]. Product: [Cl:1][C:2]1[N:10]=[C:9]2[C:5]([N:6]=[CH:7][N:8]2[CH2:24][CH3:25])=[C:4]([NH:11][C:12]2[CH:17]=[CH:16][CH:15]=[CH:14][CH:13]=2)[N:3]=1.